Dataset: Catalyst prediction with 721,799 reactions and 888 catalyst types from USPTO. Task: Predict which catalyst facilitates the given reaction. (1) Reactant: [CH3:1][N:2]1[C:6]([C:7](=[O:23])[NH:8][CH2:9][CH2:10][C:11]2[N:12]=[C:13]([C:17]3[CH:22]=[CH:21][CH:20]=[CH:19][CH:18]=3)[O:14][C:15]=2[CH3:16])=[C:5]([C:24]([O:26]CC)=[O:25])[CH:4]=[N:3]1.[Li+].[OH-].Cl. Product: [CH3:1][N:2]1[C:6]([C:7](=[O:23])[NH:8][CH2:9][CH2:10][C:11]2[N:12]=[C:13]([C:17]3[CH:22]=[CH:21][CH:20]=[CH:19][CH:18]=3)[O:14][C:15]=2[CH3:16])=[C:5]([C:24]([OH:26])=[O:25])[CH:4]=[N:3]1. The catalyst class is: 219. (2) Reactant: [CH3:1][C:2]1[CH:6]=[CH:5][NH:4][N:3]=1.[C:7]1([S:13](Cl)(=[O:15])=[O:14])[CH:12]=[CH:11][CH:10]=[CH:9][CH:8]=1.C(N(CC)CC)C. Product: [C:7]1([S:13]([N:4]2[CH:5]=[CH:6][C:2]([CH3:1])=[N:3]2)(=[O:15])=[O:14])[CH:12]=[CH:11][CH:10]=[CH:9][CH:8]=1. The catalyst class is: 10. (3) Reactant: Br[CH:2]([CH2:11][CH2:12][CH2:13][CH3:14])[C:3]([C:5]1[CH:10]=[CH:9][CH:8]=[CH:7][CH:6]=1)=O.[CH:15]([O-:17])=O.[NH4+:18].[OH-].[Na+]. Product: [C:5]1([C:3]2[N:18]=[CH:15][O:17][C:2]=2[CH2:11][CH2:12][CH2:13][CH3:14])[CH:10]=[CH:9][CH:8]=[CH:7][CH:6]=1. The catalyst class is: 106.